From a dataset of Forward reaction prediction with 1.9M reactions from USPTO patents (1976-2016). Predict the product of the given reaction. (1) Given the reactants [NH:1]1[CH2:6][CH2:5][O:4][CH:3]([CH2:7][NH:8][C:9]([C:11]2[C:12]3[CH2:13][C@H:14]4[CH2:27][C@H:15]4[C:16]=3[N:17]([C:19]3[CH:24]=[CH:23][C:22]([F:25])=[CH:21][C:20]=3[F:26])[N:18]=2)=[O:10])[CH2:2]1.[C:28](=O)([O-])[O-].[K+].[K+].IC, predict the reaction product. The product is: [CH3:28][N:1]1[CH2:6][CH2:5][O:4][CH:3]([CH2:7][NH:8][C:9]([C:11]2[C:12]3[CH2:13][C@H:14]4[CH2:27][C@H:15]4[C:16]=3[N:17]([C:19]3[CH:24]=[CH:23][C:22]([F:25])=[CH:21][C:20]=3[F:26])[N:18]=2)=[O:10])[CH2:2]1. (2) Given the reactants C([N:8]1[CH2:13][CH2:12][CH:11]([NH:14][C:15](=[O:35])[CH:16]([CH2:26][CH2:27][CH2:28][C:29]2[CH:34]=[CH:33][CH:32]=[CH:31][CH:30]=2)[CH2:17][CH2:18][CH2:19][C:20]2[CH:25]=[CH:24][CH:23]=[CH:22][CH:21]=2)[CH2:10][CH2:9]1)C1C=CC=CC=1, predict the reaction product. The product is: [NH:8]1[CH2:13][CH2:12][CH:11]([NH:14][C:15](=[O:35])[CH:16]([CH2:26][CH2:27][CH2:28][C:29]2[CH:34]=[CH:33][CH:32]=[CH:31][CH:30]=2)[CH2:17][CH2:18][CH2:19][C:20]2[CH:21]=[CH:22][CH:23]=[CH:24][CH:25]=2)[CH2:10][CH2:9]1. (3) Given the reactants [CH:1]1N=C[N:3]([C:6]([N:8]2C=N[CH:10]=[CH:9]2)=[O:7])[CH:2]=1.Cl.[C:14]([O:18][C:19](=[O:23])[C@H](C)N)([CH3:17])([CH3:16])[CH3:15].NC1C=[CH:32][C:31]([Br:34])=[C:30]([CH3:35])[C:26]=1[C:27](O)=[O:28].C(N(CC)CC)C.C(Cl)CCl, predict the reaction product. The product is: [CH3:17][C:14]([O:18][C:19](=[O:23])[C@H:2]([CH3:1])[NH:3][C:6]1[O:7][C:27](=[O:28])[C:26]2[C:30]([CH3:35])=[C:31]([Br:34])[CH:32]=[CH:10][C:9]=2[N:8]=1)([CH3:15])[CH3:16]. (4) Given the reactants [CH3:1][O:2][C:3](=[O:40])/[CH:4]=[CH:5]/[C:6]1[N:10]2[N:11]=[C:12]([C:21]3[CH:26]=[CH:25][C:24]([C:27]4([NH:31]C(OC(C)(C)C)=O)[CH2:30][CH2:29][CH2:28]4)=[CH:23][CH:22]=3)[C:13]([C:15]3[CH:20]=[CH:19][CH:18]=[CH:17][CH:16]=3)=[CH:14][C:9]2=[N:8][C:7]=1[CH3:39], predict the reaction product. The product is: [CH3:1][O:2][C:3](=[O:40])/[CH:4]=[CH:5]/[C:6]1[N:10]2[N:11]=[C:12]([C:21]3[CH:22]=[CH:23][C:24]([C:27]4([NH2:31])[CH2:30][CH2:29][CH2:28]4)=[CH:25][CH:26]=3)[C:13]([C:15]3[CH:16]=[CH:17][CH:18]=[CH:19][CH:20]=3)=[CH:14][C:9]2=[N:8][C:7]=1[CH3:39]. (5) Given the reactants [CH3:1][C:2]1([CH3:27])[C:10]2[C:5](=[CH:6][C:7]([N:11]3[C:15](=[O:16])[C:14]([CH3:18])([CH3:17])[N:13]([CH2:19][C:20]4[CH:25]=[CH:24][N:23]=[CH:22][CH:21]=4)[C:12]3=[O:26])=[CH:8][CH:9]=2)[NH:4][CH2:3]1.C(O)(=O)C(O)=O.CS(O[CH:39]1[CH2:42][N:41]([CH:43]2[CH2:48][CH2:47][CH2:46][CH2:45][CH2:44]2)[CH2:40]1)(=O)=O, predict the reaction product. The product is: [CH:43]1([N:41]2[CH2:42][CH:39]([N:4]3[C:5]4[C:10](=[CH:9][CH:8]=[C:7]([N:11]5[C:15](=[O:16])[C:14]([CH3:17])([CH3:18])[N:13]([CH2:19][C:20]6[CH:25]=[CH:24][N:23]=[CH:22][CH:21]=6)[C:12]5=[O:26])[CH:6]=4)[C:2]([CH3:27])([CH3:1])[CH2:3]3)[CH2:40]2)[CH2:48][CH2:47][CH2:46][CH2:45][CH2:44]1. (6) Given the reactants [NH2:1][C:2]1[CH:7]=[CH:6][C:5]([C:8]2[N:12]([CH3:13])[C:11]([C:14]#[N:15])=[CH:10][CH:9]=2)=[CH:4][CH:3]=1.[C:16]1([S:22](Cl)(=[O:24])=[O:23])[CH:21]=[CH:20][CH:19]=[CH:18][CH:17]=1, predict the reaction product. The product is: [C:14]([C:11]1[N:12]([CH3:13])[C:8]([C:5]2[CH:6]=[CH:7][C:2]([NH:1][S:22]([C:16]3[CH:21]=[CH:20][CH:19]=[CH:18][CH:17]=3)(=[O:24])=[O:23])=[CH:3][CH:4]=2)=[CH:9][CH:10]=1)#[N:15]. (7) Given the reactants [NH2:1][C:2]1[S:3][C:4]([C:17]2[CH:22]=[CH:21][CH:20]=[C:19]([F:23])[CH:18]=2)=[C:5]([C:7]([N:9]2[C@H:14]([CH2:15][NH2:16])[CH2:13][C@H:12]3[C@@H:10]2[CH2:11]3)=[O:8])[N:6]=1.[C:24]1([C:34](O)=[O:35])[C:33]2[C:28](=[CH:29][CH:30]=[CH:31][CH:32]=2)[CH:27]=[CH:26][N:25]=1, predict the reaction product. The product is: [NH2:1][C:2]1[S:3][C:4]([C:17]2[CH:22]=[CH:21][CH:20]=[C:19]([F:23])[CH:18]=2)=[C:5]([C:7]([N:9]2[C@H:14]([CH2:15][NH:16][C:34]([C:24]3[C:33]4[C:28](=[CH:29][CH:30]=[CH:31][CH:32]=4)[CH:27]=[CH:26][N:25]=3)=[O:35])[CH2:13][C@H:12]3[C@@H:10]2[CH2:11]3)=[O:8])[N:6]=1. (8) Given the reactants Cl.[F:2][C:3]1[C:8]([NH:9][C:10]2[C:15]([C:16]3[N:24]=[CH:23][N:22]=[C:21]4[C:17]=3[N:18]=[CH:19][N:20]4C3CCCCO3)=[CH:14][CH:13]=[CH:12][N:11]=2)=[C:7]([F:31])[CH:6]=[CH:5][C:4]=1[NH:32][S:33]([C:36]1[CH:41]=[CH:40][CH:39]=[CH:38][CH:37]=1)(=[O:35])=[O:34], predict the reaction product. The product is: [N:24]1[C:16]([C:15]2[C:10]([NH:9][C:8]3[C:3]([F:2])=[C:4]([NH:32][S:33]([C:36]4[CH:41]=[CH:40][CH:39]=[CH:38][CH:37]=4)(=[O:34])=[O:35])[CH:5]=[CH:6][C:7]=3[F:31])=[N:11][CH:12]=[CH:13][CH:14]=2)=[C:17]2[C:21]([NH:20][CH:19]=[N:18]2)=[N:22][CH:23]=1. (9) Given the reactants [I:1][C:2]1[CH:3]=[N:4][C:5](Cl)=[C:6]([CH:11]=1)[C:7]([O:9][CH3:10])=[O:8].[F:13][C:14]([F:24])([F:23])[C:15]1[CH:22]=[CH:21][C:18]([CH2:19][NH2:20])=[CH:17][CH:16]=1, predict the reaction product. The product is: [I:1][C:2]1[CH:3]=[N:4][C:5]([NH:20][CH2:19][C:18]2[CH:17]=[CH:16][C:15]([C:14]([F:13])([F:23])[F:24])=[CH:22][CH:21]=2)=[C:6]([CH:11]=1)[C:7]([O:9][CH3:10])=[O:8]. (10) Given the reactants [CH3:1][O:2][CH2:3][CH2:4][CH2:5][N:6]1[C:11]2[CH:12]=[C:13]([CH2:16][O:17][C@H:18]3[CH2:23][N:22]([S:24]([C:27]4[CH:32]=[CH:31][C:30]([CH3:33])=[CH:29][CH:28]=4)(=[O:26])=[O:25])[C@H:21]([CH2:34][C:35]([CH3:40])([CH3:39])[C:36](O)=[O:37])[CH2:20][CH2:19]3)[CH:14]=[CH:15][C:10]=2[O:9][CH2:8][CH2:7]1.ClC(N(C)C)=C(C)C.[O:49]1[CH2:54][CH2:53][CH:52]([NH2:55])[CH2:51][CH2:50]1, predict the reaction product. The product is: [CH3:1][O:2][CH2:3][CH2:4][CH2:5][N:6]1[C:11]2[CH:12]=[C:13]([CH2:16][O:17][C@H:18]3[CH2:23][N:22]([S:24]([C:27]4[CH:32]=[CH:31][C:30]([CH3:33])=[CH:29][CH:28]=4)(=[O:25])=[O:26])[C@H:21]([CH2:34][C:35]([CH3:40])([CH3:39])[C:36]([NH:55][CH:52]4[CH2:53][CH2:54][O:49][CH2:50][CH2:51]4)=[O:37])[CH2:20][CH2:19]3)[CH:14]=[CH:15][C:10]=2[O:9][CH2:8][CH2:7]1.